Dataset: NCI-60 drug combinations with 297,098 pairs across 59 cell lines. Task: Regression. Given two drug SMILES strings and cell line genomic features, predict the synergy score measuring deviation from expected non-interaction effect. (1) Drug 1: C1CCC(CC1)NC(=O)N(CCCl)N=O. Drug 2: CC1CCC2CC(C(=CC=CC=CC(CC(C(=O)C(C(C(=CC(C(=O)CC(OC(=O)C3CCCCN3C(=O)C(=O)C1(O2)O)C(C)CC4CCC(C(C4)OC)OCCO)C)C)O)OC)C)C)C)OC. Cell line: UO-31. Synergy scores: CSS=12.2, Synergy_ZIP=-6.03, Synergy_Bliss=-4.01, Synergy_Loewe=-1.23, Synergy_HSA=-0.501. (2) Drug 1: C1=CC(=C2C(=C1NCCNCCO)C(=O)C3=C(C=CC(=C3C2=O)O)O)NCCNCCO. Drug 2: CN(C)N=NC1=C(NC=N1)C(=O)N. Cell line: CAKI-1. Synergy scores: CSS=53.2, Synergy_ZIP=-4.52, Synergy_Bliss=-6.45, Synergy_Loewe=-10.8, Synergy_HSA=-2.08. (3) Drug 1: CN(C)N=NC1=C(NC=N1)C(=O)N. Drug 2: C1=C(C(=O)NC(=O)N1)N(CCCl)CCCl. Cell line: OVCAR-8. Synergy scores: CSS=20.1, Synergy_ZIP=-1.85, Synergy_Bliss=1.90, Synergy_Loewe=-7.46, Synergy_HSA=0.151. (4) Drug 1: CCC1=C2CN3C(=CC4=C(C3=O)COC(=O)C4(CC)O)C2=NC5=C1C=C(C=C5)O. Drug 2: C1CN(CCN1C(=O)CCBr)C(=O)CCBr. Cell line: HS 578T. Synergy scores: CSS=34.5, Synergy_ZIP=-11.0, Synergy_Bliss=-1.19, Synergy_Loewe=-13.0, Synergy_HSA=3.10. (5) Drug 1: CC1C(C(CC(O1)OC2CC(CC3=C2C(=C4C(=C3O)C(=O)C5=C(C4=O)C(=CC=C5)OC)O)(C(=O)C)O)N)O.Cl. Drug 2: CC1CCCC2(C(O2)CC(NC(=O)CC(C(C(=O)C(C1O)C)(C)C)O)C(=CC3=CSC(=N3)C)C)C. Cell line: SNB-75. Synergy scores: CSS=9.56, Synergy_ZIP=-1.42, Synergy_Bliss=1.40, Synergy_Loewe=-2.23, Synergy_HSA=-0.793.